From a dataset of Catalyst prediction with 721,799 reactions and 888 catalyst types from USPTO. Predict which catalyst facilitates the given reaction. (1) Reactant: [C:1]([O:5][C:6]([NH:8][C@H:9]([C:23]([O:25][C:26]([CH3:29])([CH3:28])[CH3:27])=[O:24])[CH2:10][C@H:11]([CH2:19][CH2:20][CH2:21][OH:22])[C:12]([O:14][C:15]([CH3:18])([CH3:17])[CH3:16])=[O:13])=[O:7])([CH3:4])([CH3:3])[CH3:2].C(N(CC)CC)C.[C:37]1([CH3:47])[CH:42]=[CH:41][C:40]([S:43](Cl)(=[O:45])=[O:44])=[CH:39][CH:38]=1. The catalyst class is: 4. Product: [C:1]([O:5][C:6]([NH:8][C@H:9]([C:23]([O:25][C:26]([CH3:29])([CH3:28])[CH3:27])=[O:24])[CH2:10][C@H:11]([CH2:19][CH2:20][CH2:21][O:22][S:43]([C:40]1[CH:41]=[CH:42][C:37]([CH3:47])=[CH:38][CH:39]=1)(=[O:45])=[O:44])[C:12]([O:14][C:15]([CH3:17])([CH3:18])[CH3:16])=[O:13])=[O:7])([CH3:2])([CH3:3])[CH3:4]. (2) Reactant: [CH:1]1[C:13]2[CH:12]([CH2:14][O:15][C:16]([N:18]([CH3:46])[C@H:19]([C:23]([NH:25][C@H:26]([C:30]([N:32]([C@@H:34]([C@@H:42]([CH3:45])[CH2:43][CH3:44])[C@H:35]([O:40][CH3:41])[CH2:36][C:37](O)=[O:38])[CH3:33])=[O:31])[CH:27]([CH3:29])[CH3:28])=[O:24])[CH:20]([CH3:22])[CH3:21])=[O:17])[C:11]3[C:6](=[CH:7][CH:8]=[CH:9][CH:10]=3)[C:5]=2[CH:4]=[CH:3][CH:2]=1.Cl.[CH3:48][O:49][C@@H:50]([C@@H:68]1[CH2:72][CH2:71][CH2:70][NH:69]1)[C@@H:51]([CH3:67])[C:52]([NH:54][C@H:55]([C:63]([O:65][CH3:66])=[O:64])[CH2:56][C:57]1[CH:62]=[CH:61][CH:60]=[CH:59][CH:58]=1)=[S:53].CN(C(ON1N=NC2C=CC=NC1=2)=[N+](C)C)C.F[P-](F)(F)(F)(F)F.C(N(CC)CC)C. Product: [CH:1]1[C:13]2[CH:12]([CH2:14][O:15][C:16]([N:18]([CH3:46])[C@H:19]([C:23]([NH:25][C@H:26]([C:30]([N:32]([C@@H:34]([C@@H:42]([CH3:45])[CH2:43][CH3:44])[C@H:35]([O:40][CH3:41])[CH2:36][C:37]([N:69]3[CH2:70][CH2:71][CH2:72][C@H:68]3[C@H:50]([O:49][CH3:48])[C@@H:51]([CH3:67])[C:52]([NH:54][C@@H:55]([CH2:56][C:57]3[CH:58]=[CH:59][CH:60]=[CH:61][CH:62]=3)[C:63]([O:65][CH3:66])=[O:64])=[S:53])=[O:38])[CH3:33])=[O:31])[CH:27]([CH3:29])[CH3:28])=[O:24])[CH:20]([CH3:22])[CH3:21])=[O:17])[C:11]3[C:6](=[CH:7][CH:8]=[CH:9][CH:10]=3)[C:5]=2[CH:4]=[CH:3][CH:2]=1. The catalyst class is: 204.